This data is from KCNQ2 potassium channel screen with 302,405 compounds. The task is: Binary Classification. Given a drug SMILES string, predict its activity (active/inactive) in a high-throughput screening assay against a specified biological target. (1) The compound is O1c2cc(CNc3nc(nc4n(nnc34)Cc3ccccc3)C)ccc2OC1. The result is 0 (inactive). (2) The compound is S(CC(=O)Nc1c(F)cccc1)c1n(nnn1)c1cccnc1. The result is 0 (inactive). (3) The compound is o1c(cc(O)c(c1=O)C(=O)C)C. The result is 0 (inactive). (4) The molecule is Oc1c2c([nH]c(=O)c1C(=O)NCC)cccc2. The result is 0 (inactive). (5) The drug is Clc1ccc(C2(O)CCN(C3CC(=O)N(C3=O)Cc3ccc(N4CCCC4=O)cc3)CC2)cc1. The result is 0 (inactive). (6) The molecule is O=C1N(c2c(/C1=N\NC(OC)=O)cccc2)CC(OCC)=O. The result is 0 (inactive). (7) The molecule is OCCN(CCO)c1ccc(N)cc1. The result is 0 (inactive).